Dataset: Reaction yield outcomes from USPTO patents with 853,638 reactions. Task: Predict the reaction yield, written as a fraction of the theoretical maximum amount of product (1.0 means a 100% yield; for example, 0.34 means a 34% yield). The reactants are [N:1]1[C:10]2[CH:9]([NH2:11])[CH2:8][CH2:7][CH2:6][C:5]=2[CH:4]=[CH:3][CH:2]=1.[N+:12]([C:15]1[CH:20]=[CH:19][CH:18]=[CH:17][C:16]=1[S:21](Cl)(=[O:23])=[O:22])([O-:14])=[O:13].CCN(CC)CC.N#N. The catalyst is C1COCC1. The yield is 0.940. The product is [N+:12]([C:15]1[CH:20]=[CH:19][CH:18]=[CH:17][C:16]=1[S:21]([NH:11][CH:9]1[C:10]2[N:1]=[CH:2][CH:3]=[CH:4][C:5]=2[CH2:6][CH2:7][CH2:8]1)(=[O:23])=[O:22])([O-:14])=[O:13].